Predict the product of the given reaction. From a dataset of Forward reaction prediction with 1.9M reactions from USPTO patents (1976-2016). (1) Given the reactants [C:1]([C:3]1[CH:8]=[CH:7][C:6]([C:9]2[CH:10]=[N:11][N:12]([C:15]3[CH:23]=[CH:22][C:18]([C:19](O)=[O:20])=[CH:17][N:16]=3)[C:13]=2[OH:14])=[C:5]([CH3:24])[CH:4]=1)#[N:2].[CH3:25][O:26][CH2:27][CH2:28][C@H:29]([NH2:31])[CH3:30], predict the reaction product. The product is: [C:1]([C:3]1[CH:8]=[CH:7][C:6]([C:9]2[CH:10]=[N:11][N:12]([C:15]3[CH:23]=[CH:22][C:18]([C:19]([NH:31][C@@H:29]([CH2:28][CH2:27][O:26][CH3:25])[CH3:30])=[O:20])=[CH:17][N:16]=3)[C:13]=2[OH:14])=[C:5]([CH3:24])[CH:4]=1)#[N:2]. (2) Given the reactants [F:1][C:2]([F:23])([F:22])[C:3]1[CH:8]=[CH:7][CH:6]=[CH:5][C:4]=1[C:9]1[CH2:10][CH2:11][N:12](C(OC(C)(C)C)=O)[CH2:13][CH:14]=1.FC(F)(F)C(O)=O, predict the reaction product. The product is: [F:23][C:2]([F:1])([F:22])[C:3]1[CH:8]=[CH:7][CH:6]=[CH:5][C:4]=1[C:9]1[CH2:14][CH2:13][NH:12][CH2:11][CH:10]=1.